Dataset: Reaction yield outcomes from USPTO patents with 853,638 reactions. Task: Predict the reaction yield, written as a fraction of the theoretical maximum amount of product (1.0 means a 100% yield; for example, 0.34 means a 34% yield). (1) The reactants are [Cl:1][C:2]1[CH:10]=[CH:9][CH:8]=[C:7]([F:11])[C:3]=1[C:4](Cl)=[O:5].[CH3:12][N:13]([CH3:27])[CH:14]1[CH2:19][CH2:18][C:17]([C:20]2[CH:21]=[C:22]([NH2:26])[CH:23]=[CH:24][CH:25]=2)=[CH:16][CH2:15]1. No catalyst specified. The product is [ClH:1].[Cl:1][C:2]1[CH:10]=[CH:9][CH:8]=[C:7]([F:11])[C:3]=1[C:4]([NH:26][C:22]1[CH:23]=[CH:24][CH:25]=[C:20]([C:17]2[CH2:18][CH2:19][CH:14]([N:13]([CH3:27])[CH3:12])[CH2:15][CH:16]=2)[CH:21]=1)=[O:5]. The yield is 0.980. (2) The reactants are [CH3:1][CH:2]1[CH2:7][CH2:6][C:5](=O)[CH:4]([CH2:9][C:10](=O)[CH3:11])[CH2:3]1.[NH2:13][C:14]1[CH:22]=[CH:21][C:17]([C:18]([OH:20])=[O:19])=[CH:16][CH:15]=1. No catalyst specified. The product is [CH3:11][C:10]1[N:13]([C:14]2[CH:22]=[CH:21][C:17]([C:18]([OH:20])=[O:19])=[CH:16][CH:15]=2)[C:5]2[CH2:6][CH2:7][CH:2]([CH3:1])[CH2:3][C:4]=2[CH:9]=1. The yield is 0.660. (3) The reactants are [C:1]([O:5][C:6](=[O:28])[NH:7][CH2:8][CH:9]1[CH2:14]S[C:12]2[CH:15]=[C:16]([F:27])[CH:17]=[C:18]([C:19]3[C:24]([Cl:25])=[CH:23][CH:22]=[CH:21][C:20]=3[Cl:26])[C:11]=2[O:10]1)([CH3:4])([CH3:3])[CH3:2].C1C=C(Cl)C=C(C(OO)=O)C=1.[O-:40][S:41]([O-:43])=O.[Na+].[Na+]. The catalyst is C(Cl)Cl. The product is [C:1]([O:5][C:6](=[O:28])[NH:7][CH2:8][CH:9]1[CH2:14][S:41](=[O:43])(=[O:40])[C:12]2[CH:15]=[C:16]([F:27])[CH:17]=[C:18]([C:19]3[C:24]([Cl:25])=[CH:23][CH:22]=[CH:21][C:20]=3[Cl:26])[C:11]=2[O:10]1)([CH3:2])([CH3:3])[CH3:4]. The yield is 0.880.